From a dataset of Full USPTO retrosynthesis dataset with 1.9M reactions from patents (1976-2016). Predict the reactants needed to synthesize the given product. Given the product [CH3:3][O:4][C:5]1[C:10]([CH3:11])=[CH:9][C:8]([N:12]2[CH2:16][CH2:15][O:14][C:13]2=[O:18])=[CH:7][C:6]=1[N:19]1[CH2:23][CH2:22][O:21][C:20]1=[O:25], predict the reactants needed to synthesize it. The reactants are: [OH-].[Na+].[CH3:3][O:4][C:5]1[C:10]([CH3:11])=[CH:9][C:8]([NH:12][C:13](=[O:18])[O:14][CH2:15][CH2:16]Cl)=[CH:7][C:6]=1[NH:19][C:20](=[O:25])[O:21][CH2:22][CH2:23]Cl.Cl.